This data is from Full USPTO retrosynthesis dataset with 1.9M reactions from patents (1976-2016). The task is: Predict the reactants needed to synthesize the given product. (1) Given the product [CH2:26]([CH:10]1[O:11][C:12]2([CH2:13][CH2:14][N:15]([C:18]([O:20][C:21]([CH3:22])([CH3:24])[CH3:23])=[O:19])[CH2:16][CH2:17]2)[CH2:25][NH:8][CH2:9]1)[CH3:27], predict the reactants needed to synthesize it. The reactants are: C([N:8]1[CH2:25][C:12]2([CH2:17][CH2:16][N:15]([C:18]([O:20][C:21]([CH3:24])([CH3:23])[CH3:22])=[O:19])[CH2:14][CH2:13]2)[O:11][CH:10]([CH:26]=[CH2:27])[CH2:9]1)C1C=CC=CC=1.C([O-])=O.[NH4+]. (2) The reactants are: [CH2:1]([O:3][C:4]1[C:9]([F:10])=[CH:8][CH:7]=[CH:6][C:5]=1[OH:11])[CH3:2].[OH-].[Na+].[CH2:14](O)[CH3:15].BrCC. Given the product [CH2:14]([O:11][C:5]1[CH:6]=[CH:7][CH:8]=[C:9]([F:10])[C:4]=1[O:3][CH2:1][CH3:2])[CH3:15], predict the reactants needed to synthesize it. (3) Given the product [N:21]1([C:2]2[N:6]([CH2:7][C:8]3[CH:13]=[CH:12][CH:11]=[CH:10][C:9]=3[F:14])[N:5]=[C:4]([C:15]3[CH:20]=[CH:19][CH:18]=[CH:17][N:16]=3)[N:3]=2)[CH2:24][CH2:23][CH2:22]1, predict the reactants needed to synthesize it. The reactants are: Br[C:2]1[N:6]([CH2:7][C:8]2[CH:13]=[CH:12][CH:11]=[CH:10][C:9]=2[F:14])[N:5]=[C:4]([C:15]2[CH:20]=[CH:19][CH:18]=[CH:17][N:16]=2)[N:3]=1.[NH:21]1[CH2:24][CH2:23][CH2:22]1.[OH-].[Na+].